This data is from Reaction yield outcomes from USPTO patents with 853,638 reactions. The task is: Predict the reaction yield, written as a fraction of the theoretical maximum amount of product (1.0 means a 100% yield; for example, 0.34 means a 34% yield). (1) The reactants are C(O[C:4](=[O:21])[C:5](=[CH:11][NH:12][C:13]1[CH:14]=[N:15][C:16]([O:19][CH3:20])=[CH:17][CH:18]=1)[C:6]([O:8][CH2:9][CH3:10])=[O:7])C. The catalyst is C1C=CC(C2C=CC=CC=2)=CC=1.C1C=CC(OC2C=CC=CC=2)=CC=1. The product is [CH2:9]([O:8][C:6]([C:5]1[C:4](=[O:21])[C:14]2[C:13](=[CH:18][CH:17]=[C:16]([O:19][CH3:20])[N:15]=2)[NH:12][CH:11]=1)=[O:7])[CH3:10]. The yield is 0.730. (2) The reactants are Cl.[O:2]=[C:3]1[N:7]2[C:8]([CH2:11][O:12][C:13](=[O:22])[CH2:14][CH2:15][N:16]3[CH2:20][CH2:19][CH2:18][C:17]3=[O:21])=[N:9][CH:10]=[C:6]2[CH2:5][N:4]1[CH:23]1[CH2:28][CH2:27][N:26](C(OC(C)(C)C)=O)[CH2:25][CH2:24]1. The catalyst is C(OCC)(=O)C. The product is [O:21]=[C:17]1[CH2:18][CH2:19][CH2:20][N:16]1[CH2:15][CH2:14][C:13]([O:12][CH2:11][C:8]1[N:7]2[C:3](=[O:2])[N:4]([CH:23]3[CH2:24][CH2:25][NH:26][CH2:27][CH2:28]3)[CH2:5][C:6]2=[CH:10][N:9]=1)=[O:22]. The yield is 0.650. (3) The reactants are Br[C:2]1[C:10]2[C:9](=[O:11])[NH:8][CH:7]=[N:6][C:5]=2[N:4]([C@H:12]2[O:18][C@@H:17]([CH2:19][O:20]C(=O)C3C=CC=CC=3)[C@:15](C(=O)C3C=CC=CC=3)([OH:16])[C@:13]2(C(=O)C2C=CC=CC=2)[OH:14])[N:3]=1.[NH3:45]. The catalyst is CO.[Cu]. The product is [NH2:45][C:2]1[C:10]2[C:9](=[O:11])[NH:8][CH:7]=[N:6][C:5]=2[N:4]([C@H:12]2[O:18][C@@H:17]([CH2:19][OH:20])[C@H:15]([OH:16])[C@@H:13]2[OH:14])[N:3]=1. The yield is 0.360. (4) The product is [ClH:18].[CH2:19]([N:21]([CH2:22][CH3:23])[C:13]1[CH:12]=[CH:11][C:10]2[CH2:9][NH:8][CH2:17][CH2:16][C:15]=2[N:14]=1)[CH3:20]. The yield is 0.230. The reactants are C([N:8]1[CH2:17][CH2:16][C:15]2[N:14]=[C:13]([Cl:18])[CH:12]=[CH:11][C:10]=2[CH2:9]1)C1C=CC=CC=1.[CH2:19]([NH:21][CH2:22][CH3:23])[CH3:20]. No catalyst specified. (5) The reactants are [CH2:1]([C:5]1[S:6][CH:7]=[CH:8][CH:9]=1)[CH2:2][CH2:3][CH3:4].[CH2:10]([O:12][C:13](=[O:19])[C:14](OCC)=[O:15])[CH3:11].O. The catalyst is C1C=CC=CC=1.Cl[Ti](Cl)(Cl)Cl. The product is [CH2:10]([O:12][C:13](=[O:19])[C:14]([C:7]1[S:6][C:5]([CH2:1][CH2:2][CH2:3][CH3:4])=[CH:9][CH:8]=1)=[O:15])[CH3:11]. The yield is 0.460. (6) The reactants are [C:1]1(/[CH:7]=[CH:8]/[C:9]([OH:11])=O)[CH:6]=[CH:5][CH:4]=[CH:3][CH:2]=1.CN(C)C=O.C(Cl)(=O)C(Cl)=O.[NH2:23][C:24]1[CH:45]=[CH:44][C:27]([O:28][C:29]2[CH:30]=[CH:31][C:32]3[N:33]([CH:35]=[C:36]([NH:38][C:39]([CH:41]4[CH2:43][CH2:42]4)=[O:40])[N:37]=3)[N:34]=2)=[CH:26][CH:25]=1. The product is [C:1]1(/[CH:7]=[CH:8]/[C:9]([NH:23][C:24]2[CH:45]=[CH:44][C:27]([O:28][C:29]3[CH:30]=[CH:31][C:32]4[N:33]([CH:35]=[C:36]([NH:38][C:39]([CH:41]5[CH2:42][CH2:43]5)=[O:40])[N:37]=4)[N:34]=3)=[CH:26][CH:25]=2)=[O:11])[CH:2]=[CH:3][CH:4]=[CH:5][CH:6]=1. The yield is 0.470. The catalyst is CN(C)C(=O)C.O1CCCC1. (7) The reactants are [NH2:1][CH:2]([C:4]1[CH:5]=[C:6]([Cl:24])[C:7]2[N:8]([CH:21]=[N:22][CH:23]=2)[C:9]=1[N:10]1[CH2:15][CH2:14][N:13]([C:16](=[O:20])[CH2:17][C:18]#[N:19])[CH2:12][CH2:11]1)[CH3:3].Br[C:26]1[N:34]=[CH:33][N:32]=[C:31]2[C:27]=1[N:28]=[CH:29][N:30]2C1CCCCO1.C(N(CC)C(C)C)(C)C.Cl.O1CCOCC1. The catalyst is C(O)C. The product is [Cl:24][C:6]1[C:7]2[N:8]([CH:21]=[N:22][CH:23]=2)[C:9]([N:10]2[CH2:11][CH2:12][N:13]([C:16](=[O:20])[CH2:17][C:18]#[N:19])[CH2:14][CH2:15]2)=[C:4]([CH:2]([NH:1][C:26]2[N:34]=[CH:33][N:32]=[C:31]3[C:27]=2[N:28]=[CH:29][NH:30]3)[CH3:3])[CH:5]=1. The yield is 0.360. (8) The reactants are [C:1]1([C:7]2[NH:8][C:9]3[CH:15]=[CH:14][CH:13]=[CH:12][C:10]=3[N:11]=2)[CH:6]=[CH:5][CH:4]=[CH:3][CH:2]=1.C([O-])([O-])=O.[K+].[K+].[Cl:22][CH2:23][CH2:24][CH2:25][CH2:26]I.O. The catalyst is CN(C)C=O. The product is [Cl:22][CH2:23][CH2:24][CH2:25][CH2:26][N:11]1[C:10]2[CH:12]=[CH:13][CH:14]=[CH:15][C:9]=2[N:8]=[C:7]1[C:1]1[CH:2]=[CH:3][CH:4]=[CH:5][CH:6]=1. The yield is 0.960.